From a dataset of Catalyst prediction with 721,799 reactions and 888 catalyst types from USPTO. Predict which catalyst facilitates the given reaction. (1) Reactant: Cl.[CH2:2]([O:4][C:5](=[O:8])[CH2:6][NH2:7])[CH3:3].C(N(CC)CC)C.[C:16](O[C:16](=[O:20])[CH2:17][CH2:18][CH3:19])(=[O:20])[CH2:17][CH2:18][CH3:19].N1C=CC=CC=1. Product: [CH2:2]([O:4][C:5](=[O:8])[CH2:6][NH:7][C:16](=[O:20])[CH2:17][CH2:18][CH3:19])[CH3:3]. The catalyst class is: 4. (2) Reactant: [Cl:1][C:2]1[CH:7]=[CH:6][C:5]([NH:8][C:9]([NH:11][C:12]2[N:13]=[C:14]([C:21]([O:23]CC)=[O:22])[N:15]([CH2:17][CH:18]3[CH2:20][CH2:19]3)[CH:16]=2)=[O:10])=[C:4]([CH3:26])[CH:3]=1.O.[OH-].[Na+]. The catalyst class is: 8. Product: [Cl:1][C:2]1[CH:7]=[CH:6][C:5]([NH:8][C:9]([NH:11][C:12]2[N:13]=[C:14]([C:21]([OH:23])=[O:22])[N:15]([CH2:17][CH:18]3[CH2:20][CH2:19]3)[CH:16]=2)=[O:10])=[C:4]([CH3:26])[CH:3]=1. (3) Reactant: [CH:1](NC(C)C)(C)C.IC.[C:10]([O:14][C:15](=[O:27])[NH:16][C@@H:17]([C:19]1[N:23]([CH2:24][CH3:25])[C:22]([SH:26])=[N:21][N:20]=1)[CH3:18])([CH3:13])([CH3:12])[CH3:11]. Product: [C:10]([O:14][C:15](=[O:27])[NH:16][C@@H:17]([C:19]1[N:23]([CH2:24][CH3:25])[C:22]([S:26][CH3:1])=[N:21][N:20]=1)[CH3:18])([CH3:11])([CH3:12])[CH3:13]. The catalyst class is: 7. (4) Reactant: C(OC(=O)[NH:7][C:8]1[CH:13]=[CH:12][C:11]([O:14][C:15]2[CH:20]=[CH:19][N:18]=[C:17]3[N:21](COCC[Si](C)(C)C)[C:22]([C:24]4[CH:29]=[CH:28][CH:27]=[CH:26][CH:25]=4)=[CH:23][C:16]=23)=[C:10]([F:38])[CH:9]=1)(C)(C)C.Cl. Product: [F:38][C:10]1[CH:9]=[C:8]([NH2:7])[CH:13]=[CH:12][C:11]=1[O:14][C:15]1[CH:20]=[CH:19][N:18]=[C:17]2[NH:21][C:22]([C:24]3[CH:29]=[CH:28][CH:27]=[CH:26][CH:25]=3)=[CH:23][C:16]=12. The catalyst class is: 5. (5) Reactant: [Br:1][C:2]1[CH:7]=[CH:6][C:5]([CH2:8][CH2:9][OH:10])=[CH:4][CH:3]=1.CCN(C(C)C)C(C)C.[CH3:20][S:21](Cl)(=[O:23])=[O:22]. Product: [CH3:20][S:21]([O:10][CH2:9][CH2:8][C:5]1[CH:6]=[CH:7][C:2]([Br:1])=[CH:3][CH:4]=1)(=[O:23])=[O:22]. The catalyst class is: 2. (6) Reactant: [C:1](Cl)(=[O:10])[O:2][C:3]1[CH:8]=[CH:7][C:6]([F:9])=[CH:5][CH:4]=1.[CH3:12][C:13]1([OH:17])[CH2:16][O:15][CH2:14]1. Product: [C:1](=[O:10])([O:17][C:13]1([CH3:12])[CH2:16][O:15][CH2:14]1)[O:2][C:3]1[CH:8]=[CH:7][C:6]([F:9])=[CH:5][CH:4]=1. The catalyst class is: 2. (7) Reactant: C1(C[N:8]2[CH2:13][CH2:12][CH:11]([N:14]3[CH2:19][C:18]4[CH:20]=[CH:21][CH:22]=[N:23][C:17]=4[NH:16][C:15]3=[O:24])[CH2:10][CH2:9]2)C=CC=CC=1.COC1C=C(CCNC(NC(C(NC(C(N2CCN(C3C=CN=CC=3)CC2)=O)CCCCN)=O)CC2C=C(Cl)C(O)=C(Cl)C=2)=O)C=CC=1.[H][H].[K+].[Br-]. Product: [NH:8]1[CH2:9][CH2:10][CH:11]([N:14]2[CH2:19][C:18]3[CH:20]=[CH:21][CH:22]=[N:23][C:17]=3[NH:16][C:15]2=[O:24])[CH2:12][CH2:13]1. The catalyst class is: 19.